Dataset: Reaction yield outcomes from USPTO patents with 853,638 reactions. Task: Predict the reaction yield, written as a fraction of the theoretical maximum amount of product (1.0 means a 100% yield; for example, 0.34 means a 34% yield). (1) The reactants are [C:1]1(=O)[CH2:6][CH2:5][CH2:4][CH2:3][CH2:2]1.[NH:8]([C:10]([O:12][C:13]([CH3:16])([CH3:15])[CH3:14])=[O:11])[NH2:9]. The catalyst is CCCCCC. The product is [C:1]1(=[N:9][NH:8][C:10]([O:12][C:13]([CH3:16])([CH3:15])[CH3:14])=[O:11])[CH2:6][CH2:5][CH2:4][CH2:3][CH2:2]1. The yield is 0.950. (2) The reactants are [C:1]([C:5]1[CH:10]=[C:9]([C:11]([CH3:14])([CH3:13])[CH3:12])[CH:8]=[C:7]([NH2:15])[C:6]=1[OH:16])([CH3:4])([CH3:3])[CH3:2].[BH3-][C:18]#N.[Na+].C=O. The catalyst is CO. The product is [C:1]([C:5]1[CH:10]=[C:9]([C:11]([CH3:14])([CH3:13])[CH3:12])[CH:8]=[C:7]([NH:15][CH3:18])[C:6]=1[OH:16])([CH3:4])([CH3:2])[CH3:3]. The yield is 0.150. (3) The reactants are Br[C:2]1[C:3]([C:9]2[CH:14]=[CH:13][CH:12]=[C:11]([N+:15]([O-:17])=[O:16])[CH:10]=2)=[N:4][N:5]([CH2:7][CH3:8])[CH:6]=1.[CH3:18][C:19]1[CH:24]=[CH:23][C:22]([S:25]([N:28]2[C:32]3=[N:33][CH:34]=[CH:35][C:36](B4OC(C)(C)C(C)(C)O4)=[C:31]3[CH:30]=[CH:29]2)(=[O:27])=[O:26])=[CH:21][CH:20]=1.C([O-])([O-])=O.[Na+].[Na+]. The catalyst is COCCOC.[NH4+].[Cl-].C1C=CC([P]([Pd]([P](C2C=CC=CC=2)(C2C=CC=CC=2)C2C=CC=CC=2)([P](C2C=CC=CC=2)(C2C=CC=CC=2)C2C=CC=CC=2)[P](C2C=CC=CC=2)(C2C=CC=CC=2)C2C=CC=CC=2)(C2C=CC=CC=2)C2C=CC=CC=2)=CC=1. The product is [CH2:7]([N:5]1[CH:6]=[C:2]([C:36]2[CH:35]=[CH:34][N:33]=[C:32]3[N:28]([S:25]([C:22]4[CH:23]=[CH:24][C:19]([CH3:18])=[CH:20][CH:21]=4)(=[O:26])=[O:27])[CH:29]=[CH:30][C:31]=23)[C:3]([C:9]2[CH:14]=[CH:13][CH:12]=[C:11]([N+:15]([O-:17])=[O:16])[CH:10]=2)=[N:4]1)[CH3:8]. The yield is 0.880. (4) The reactants are CC(C)=O.[CH2:5]([O:7][C:8](=[O:34])[C@@H:9]1[CH2:13][C@@H:12]([OH:14])[CH2:11][N:10]1[C:15]([C:28]1[CH:33]=[CH:32][CH:31]=[CH:30][CH:29]=1)([C:22]1[CH:27]=[CH:26][CH:25]=[CH:24][CH:23]=1)[C:16]1[CH:21]=[CH:20][CH:19]=[CH:18][CH:17]=1)[CH3:6].C(N(CC)CC)C.O. The catalyst is C(Cl)Cl. The product is [CH2:5]([O:7][C:8](=[O:34])[C@@H:9]1[CH2:13][C:12](=[O:14])[CH2:11][N:10]1[C:15]([C:28]1[CH:33]=[CH:32][CH:31]=[CH:30][CH:29]=1)([C:16]1[CH:17]=[CH:18][CH:19]=[CH:20][CH:21]=1)[C:22]1[CH:27]=[CH:26][CH:25]=[CH:24][CH:23]=1)[CH3:6]. The yield is 0.750. (5) The reactants are Br[C:2]1[CH:3]=[N:4][CH:5]=[C:6]([Br:8])[CH:7]=1.[CH3:9][CH:10]([OH:14])[CH2:11][CH:12]=[CH2:13].C1(C)C=CC=CC=1P(C1C=CC=CC=1C)C1C=CC=CC=1C.C(N(CC)CC)C. The catalyst is O.C([O-])(=O)C.[Pd+2].C([O-])(=O)C.C(#N)C. The product is [Br:8][C:6]1[CH:7]=[C:2](/[CH:13]=[CH:12]/[CH2:11][CH:10]([OH:14])[CH3:9])[CH:3]=[N:4][CH:5]=1. The yield is 0.340. (6) The reactants are [CH3:1][NH:2][CH3:3].[CH2:4]=O.[N+:6]([C:9]1[CH:17]=[C:16]2[C:12]([CH:13]=[CH:14][NH:15]2)=[CH:11][CH:10]=1)([O-:8])=[O:7].[OH-].[Na+]. The catalyst is C(O)(=O)C. The product is [CH3:1][N:2]([CH3:4])[CH2:3][C:13]1[C:12]2[C:16](=[CH:17][C:9]([N+:6]([O-:8])=[O:7])=[CH:10][CH:11]=2)[NH:15][CH:14]=1. The yield is 0.870.